This data is from Peptide-MHC class I binding affinity with 185,985 pairs from IEDB/IMGT. The task is: Regression. Given a peptide amino acid sequence and an MHC pseudo amino acid sequence, predict their binding affinity value. This is MHC class I binding data. The peptide sequence is TMKFKGTVD. The MHC is HLA-B44:02 with pseudo-sequence HLA-B44:02. The binding affinity (normalized) is 0.0847.